The task is: Predict which catalyst facilitates the given reaction.. This data is from Catalyst prediction with 721,799 reactions and 888 catalyst types from USPTO. (1) Reactant: [CH2:1]([O:8][C:9]([N:11]1[CH2:16][CH2:15][CH:14]([C:17]2[CH:22]=[CH:21][C:20]([CH2:23][C:24]([OH:26])=[O:25])=[CH:19][CH:18]=2)[CH2:13][CH2:12]1)=[O:10])[C:2]1[CH:7]=[CH:6][CH:5]=[CH:4][CH:3]=1.[CH3:27][Si](C=[N+]=[N-])(C)C. Product: [CH2:1]([O:8][C:9]([N:11]1[CH2:12][CH2:13][CH:14]([C:17]2[CH:22]=[CH:21][C:20]([CH2:23][C:24]([O:26][CH3:27])=[O:25])=[CH:19][CH:18]=2)[CH2:15][CH2:16]1)=[O:10])[C:2]1[CH:7]=[CH:6][CH:5]=[CH:4][CH:3]=1. The catalyst class is: 5. (2) Reactant: [C:1]([O:5][C:6](=[O:11])[CH2:7][CH2:8][CH2:9][NH2:10])([CH3:4])([CH3:3])[CH3:2].Cl.[CH3:13][O:14][CH:15]([O:18][CH3:19])[CH:16]=O.C(N(CC)CC)C.S([O-])([O-])(=O)=O.[Mg+2].CC(O)=O.C([BH3-])#N.[Na+]. Product: [C:1]([O:5][C:6](=[O:11])[CH2:7][CH2:8][CH2:9][NH:10][CH2:16][CH:15]([O:18][CH3:19])[O:14][CH3:13])([CH3:4])([CH3:2])[CH3:3]. The catalyst class is: 5. (3) Reactant: [CH:1]([NH:4]C(C)C)(C)[CH3:2].C([Li])CCC.C(#N)C.[Br:16][C:17]1[CH:24]=[CH:23][C:20]([C:21]#[N:22])=[CH:19][CH:18]=1. Product: [NH2:22][C:21]([C:20]1[CH:23]=[CH:24][C:17]([Br:16])=[CH:18][CH:19]=1)=[CH:2][C:1]#[N:4]. The catalyst class is: 30. (4) Reactant: [NH:1]1[CH2:6][CH2:5][CH:4]([CH2:7][CH2:8][OH:9])[CH2:3][CH2:2]1.CCN(CC)CC.[F:17][C:18]([F:29])([F:28])[C:19](O[C:19](=[O:20])[C:18]([F:29])([F:28])[F:17])=[O:20]. Product: [F:17][C:18]([F:29])([F:28])[C:19]([N:1]1[CH2:6][CH2:5][CH:4]([CH2:7][CH2:8][OH:9])[CH2:3][CH2:2]1)=[O:20]. The catalyst class is: 4. (5) Reactant: [Cl:1][C:2]1[CH:3]=[C:4]([CH:9]=[C:10]([F:37])[C:11]=1[O:12][CH2:13][C:14]1[N:15]([C:30]2[CH:35]=[CH:34][C:33]([F:36])=[CH:32][CH:31]=2)[C:16]([C:19]([C:22]2[CH:27]=[CH:26][C:25]([Cl:28])=[C:24]([Cl:29])[CH:23]=2)([CH3:21])[CH3:20])=[CH:17][N:18]=1)[C:5]([O:7]C)=[O:6].[OH-].[Na+].Cl. Product: [Cl:1][C:2]1[CH:3]=[C:4]([CH:9]=[C:10]([F:37])[C:11]=1[O:12][CH2:13][C:14]1[N:15]([C:30]2[CH:31]=[CH:32][C:33]([F:36])=[CH:34][CH:35]=2)[C:16]([C:19]([C:22]2[CH:27]=[CH:26][C:25]([Cl:28])=[C:24]([Cl:29])[CH:23]=2)([CH3:21])[CH3:20])=[CH:17][N:18]=1)[C:5]([OH:7])=[O:6]. The catalyst class is: 5.